Dataset: Catalyst prediction with 721,799 reactions and 888 catalyst types from USPTO. Task: Predict which catalyst facilitates the given reaction. (1) Reactant: [NH2:1][C:2]1[CH:3]=[C:4]([OH:8])[CH:5]=[CH:6][CH:7]=1.C(=O)([O-])[O-].[Cs+].[Cs+].Cl[C:16]1[C:25]2[C:20](=[CH:21][C:22]([O:28][CH2:29][CH2:30][N:31]3[CH2:36][CH2:35][O:34][CH2:33][CH2:32]3)=[C:23]([O:26][CH3:27])[CH:24]=2)[N:19]=[CH:18][N:17]=1. Product: [CH3:27][O:26][C:23]1[CH:24]=[C:25]2[C:20](=[CH:21][C:22]=1[O:28][CH2:29][CH2:30][N:31]1[CH2:36][CH2:35][O:34][CH2:33][CH2:32]1)[N:19]=[CH:18][N:17]=[C:16]2[O:8][C:4]1[CH:3]=[C:2]([CH:7]=[CH:6][CH:5]=1)[NH2:1]. The catalyst class is: 32. (2) Reactant: [C:1]([C:3]1[C:4]([C:21]2[C:29]3[C:24](=[N:25][CH:26]=[C:27]([C:30]([F:33])([F:32])[F:31])[CH:28]=3)[N:23](S(C3C=CC(C)=CC=3)(=O)=O)[CH:22]=2)=[N:5][C:6]([NH:9][C:10]([CH3:20])([CH3:19])[C:11]([NH:13][CH2:14][C:15]([F:18])([F:17])[F:16])=[O:12])=[N:7][CH:8]=1)#[N:2].O.O[Li].O. Product: [C:1]([C:3]1[C:4]([C:21]2[C:29]3[C:24](=[N:25][CH:26]=[C:27]([C:30]([F:31])([F:33])[F:32])[CH:28]=3)[NH:23][CH:22]=2)=[N:5][C:6]([NH:9][C:10]([CH3:20])([CH3:19])[C:11]([NH:13][CH2:14][C:15]([F:18])([F:16])[F:17])=[O:12])=[N:7][CH:8]=1)#[N:2]. The catalyst class is: 1.